This data is from Reaction yield outcomes from USPTO patents with 853,638 reactions. The task is: Predict the reaction yield, written as a fraction of the theoretical maximum amount of product (1.0 means a 100% yield; for example, 0.34 means a 34% yield). (1) The yield is 0.880. The reactants are [CH:1]1([NH:4][C:5]2[CH:10]=[CH:9][N:8]=[C:7]([NH2:11])[CH:6]=2)[CH2:3][CH2:2]1.[Br:12][CH2:13][C:14]([C:16]1[CH:21]=[CH:20][C:19]([OH:22])=[CH:18][CH:17]=1)=O. The product is [BrH:12].[CH:1]1([NH:4][C:5]2[CH:10]=[CH:9][N:8]3[CH:13]=[C:14]([C:16]4[CH:21]=[CH:20][C:19]([OH:22])=[CH:18][CH:17]=4)[N:11]=[C:7]3[CH:6]=2)[CH2:3][CH2:2]1. The catalyst is CC(C)=O. (2) The reactants are [CH2:1]([O:3][C:4](=[O:17])[CH2:5][N:6]1[C:14]2[C:9](=[CH:10][C:11]([F:15])=[CH:12][CH:13]=2)[CH:8]=[C:7]1[CH3:16])[CH3:2].O.[Na+:19].[CH:20]([C:22]1[CH:27]=[CH:26][CH:25]=[CH:24][C:23]=1[S:28]([O-:31])(=[O:30])=[O:29])=O.C([SiH](CC)CC)C.C(O)(C(F)(F)F)=O.C([O-])(O)=O.[Na+]. The catalyst is ClCCl.[Cl-].[Na+].O. The product is [CH2:1]([O:3][C:4](=[O:17])[CH2:5][N:6]1[C:14]2[C:9](=[CH:10][C:11]([F:15])=[CH:12][CH:13]=2)[C:8]([CH2:20][C:22]2[CH:27]=[CH:26][CH:25]=[CH:24][C:23]=2[S:28]([O-:31])(=[O:30])=[O:29])=[C:7]1[CH3:16])[CH3:2].[Na+:19]. The yield is 0.590. (3) The reactants are [C:1]1([C:7]2[CH:8]=[C:9]3[C:13](=[CH:14][CH:15]=2)[NH:12][C:11](=[O:16])[CH2:10]3)[CH:6]=[CH:5][CH:4]=[CH:3][CH:2]=1.[CH3:17][N:18]([CH3:34])[CH2:19][CH2:20][CH2:21][NH:22][C:23]([C:25]1[C:29]([CH3:30])=[C:28]([CH:31]=O)[NH:27][C:26]=1[CH3:33])=[O:24]. No catalyst specified. The product is [CH3:34][N:18]([CH3:17])[CH2:19][CH2:20][CH2:21][NH:22][C:23]([C:25]1[C:29]([CH3:30])=[C:28]([CH:31]=[C:10]2[C:9]3[C:13](=[CH:14][CH:15]=[C:7]([C:1]4[CH:2]=[CH:3][CH:4]=[CH:5][CH:6]=4)[CH:8]=3)[NH:12][C:11]2=[O:16])[NH:27][C:26]=1[CH3:33])=[O:24]. The yield is 0.280. (4) The reactants are [Cl:1][C:2]1[CH:3]=[C:4]([NH:9][C:10]([CH:12]2[CH2:17][CH2:16][N:15]([CH2:18][C@@H:19]3[CH2:24][CH2:23][CH2:22][NH:21][CH2:20]3)[CH2:14][CH2:13]2)=[O:11])[CH:5]=[CH:6][C:7]=1[Cl:8].C(=O)([O-])[O-].[K+].[K+].[CH2:31](Br)[CH3:32]. The catalyst is CN(C)C=O. The product is [Cl:1][C:2]1[CH:3]=[C:4]([NH:9][C:10]([CH:12]2[CH2:13][CH2:14][N:15]([CH2:18][C@@H:19]3[CH2:24][CH2:23][CH2:22][N:21]([CH2:31][CH3:32])[CH2:20]3)[CH2:16][CH2:17]2)=[O:11])[CH:5]=[CH:6][C:7]=1[Cl:8]. The yield is 0.740. (5) The product is [CH3:17][C:7]1[N:8]=[C:9]([C:11]2[CH:16]=[CH:15][CH:14]=[CH:13][CH:12]=2)[O:10][C:6]=1[CH2:5][CH2:4][OH:3]. The yield is 0.250. The catalyst is C1COCC1. The reactants are C([O:3][C:4](=O)[CH2:5][C:6]1[O:10][C:9]([C:11]2[CH:16]=[CH:15][CH:14]=[CH:13][CH:12]=2)=[N:8][C:7]=1[CH3:17])C.[Li+].[BH4-].Cl. (6) The reactants are [N:1]([CH2:4][CH:5]1[CH2:9][C:8]2[CH:10]=[C:11]([Cl:20])[CH:12]=[C:13]([C:14]3[CH:19]=[CH:18][CH:17]=[CH:16][CH:15]=3)[C:7]=2[O:6]1)=[N+]=[N-]. The catalyst is [Pt]. The product is [Cl:20][C:11]1[CH:12]=[C:13]([C:14]2[CH:19]=[CH:18][CH:17]=[CH:16][CH:15]=2)[C:7]2[O:6][CH:5]([CH2:4][NH2:1])[CH2:9][C:8]=2[CH:10]=1. The yield is 0.400.